This data is from Forward reaction prediction with 1.9M reactions from USPTO patents (1976-2016). The task is: Predict the product of the given reaction. (1) Given the reactants [C:1]([O:5][C:6](=[O:17])[NH:7][C@H:8]([CH:11]([OH:16])[C:12](=[NH:15])[NH:13][OH:14])[CH2:9][CH3:10])([CH3:4])([CH3:3])[CH3:2].[C:18](O)(=[O:25])[C:19]1[CH:24]=[CH:23][CH:22]=[CH:21][CH:20]=1.CCN=C=NCCCN(C)C.C1C=CC2N(O)N=NC=2C=1.C(N(CC)CC)C, predict the reaction product. The product is: [C:1]([O:5][C:6](=[O:17])[NH:7][CH:8]([CH:11]([OH:16])[C:12](=[NH:15])[NH:13][O:14][C:18](=[O:25])[C:19]1[CH:24]=[CH:23][CH:22]=[CH:21][CH:20]=1)[CH2:9][CH3:10])([CH3:2])([CH3:3])[CH3:4]. (2) Given the reactants [H-].[Na+].[CH:3]1([C@@H:9]([NH:11][C:12]([C:14]2[C:23]3[C:18](=[CH:19][CH:20]=[CH:21][CH:22]=3)[N:17]=[C:16]([C:24]3[CH:29]=[CH:28][CH:27]=[CH:26][CH:25]=3)[C:15]=2[CH2:30][N:31]2[CH2:36][CH2:35][N:34]([C:37]3[CH:42]=CC=CC=3)[C:33](=[O:43])[CH2:32]2)=[O:13])[CH3:10])[CH2:8][CH2:7][CH2:6][CH2:5][CH2:4]1.BrCC[O:47]C1CCCCO1.[Na+].[Cl-:55], predict the reaction product. The product is: [ClH:55].[ClH:55].[CH:3]1([C@@H:9]([NH:11][C:12]([C:14]2[C:23]3[C:18](=[CH:19][CH:20]=[CH:21][CH:22]=3)[N:17]=[C:16]([C:24]3[CH:29]=[CH:28][CH:27]=[CH:26][CH:25]=3)[C:15]=2[CH2:30][N:31]2[CH2:36][CH2:35][N:34]([CH2:37][CH2:42][OH:47])[C:33](=[O:43])[CH2:32]2)=[O:13])[CH3:10])[CH2:8][CH2:7][CH2:6][CH2:5][CH2:4]1. (3) Given the reactants [F:1][C:2]1[CH:7]=[CH:6][C:5]([C:8]2[C:9]3[CH:21]=[CH:20][C:19](=[O:22])[N:18]([C:23]4[CH:28]=[CH:27][CH:26]=[CH:25][C:24]=4[CH3:29])[C:10]=3[N:11]=[C:12](S(C)(=O)=O)[N:13]=2)=[C:4]([CH3:30])[CH:3]=1.[NH:31]1[CH2:36][CH2:35][O:34][CH2:33][CH2:32]1.C[Al](C)C, predict the reaction product. The product is: [F:1][C:2]1[CH:7]=[CH:6][C:5]([C:8]2[C:9]3[CH2:21][CH2:20][C:19](=[O:22])[N:18]([C:23]4[CH:28]=[CH:27][CH:26]=[CH:25][C:24]=4[CH3:29])[C:10]=3[N:11]=[C:12]([N:31]3[CH2:36][CH2:35][O:34][CH2:33][CH2:32]3)[N:13]=2)=[C:4]([CH3:30])[CH:3]=1. (4) Given the reactants Br[C:2]1[CH:9]=[CH:8][C:5]([CH:6]=[O:7])=[C:4]([N+:10]([O-:12])=[O:11])[CH:3]=1.[B:13]1([B:13]2[O:17][C:16]([CH3:19])([CH3:18])[C:15]([CH3:21])([CH3:20])[O:14]2)[O:17][C:16]([CH3:19])([CH3:18])[C:15]([CH3:21])([CH3:20])[O:14]1.C1(P(C2CCCCC2)C2CCCCC2)CCCCC1.CC([O-])=O.[K+], predict the reaction product. The product is: [N+:10]([C:4]1[CH:3]=[C:2]([B:13]2[O:17][C:16]([CH3:19])([CH3:18])[C:15]([CH3:21])([CH3:20])[O:14]2)[CH:9]=[CH:8][C:5]=1[CH:6]=[O:7])([O-:12])=[O:11].